This data is from Full USPTO retrosynthesis dataset with 1.9M reactions from patents (1976-2016). The task is: Predict the reactants needed to synthesize the given product. (1) Given the product [NH2:49][C@@H:47]([C:43]1[C:42]([F:50])=[C:41]([C:28]2[CH:29]=[C:8]([O:7][CH2:6][C@H:2]3[CH2:3][CH2:4][CH2:5][O:1]3)[CH:9]=[C:10]([CH2:11][O:12][C:13]3[CH:18]=[CH:17][CH:16]=[CH:15][C:14]=3[CH2:19][C:20]([OH:22])=[O:21])[CH:27]=2)[CH:46]=[CH:45][CH:44]=1)[CH3:48], predict the reactants needed to synthesize it. The reactants are: [O:1]1[CH2:5][CH2:4][CH2:3][C@@H:2]1[CH2:6][O:7][C:8]1[CH:9]=[C:10]([CH:27]=[C:28](B2OC(C)(C)C(C)(C)O2)[CH:29]=1)[CH2:11][O:12][C:13]1[CH:18]=[CH:17][CH:16]=[CH:15][C:14]=1[CH2:19][C:20]([O:22]C(C)(C)C)=[O:21].Cl.Cl[C:41]1[C:42]([F:50])=[C:43]([C@H:47]([NH2:49])[CH3:48])[CH:44]=[CH:45][CH:46]=1. (2) Given the product [CH3:27][O:26][C:24]1[CH:25]=[C:20]([NH:1][C:2]2[CH:18]=[CH:17][C:5]3[S:6][C:7]([C:10]4[CH:15]=[CH:14][N:13]=[C:12]([NH2:16])[N:11]=4)=[C:8]([CH3:9])[C:4]=3[CH:3]=2)[CH:21]=[N:22][CH:23]=1, predict the reactants needed to synthesize it. The reactants are: [NH2:1][C:2]1[CH:18]=[CH:17][C:5]2[S:6][C:7]([C:10]3[CH:15]=[CH:14][N:13]=[C:12]([NH2:16])[N:11]=3)=[C:8]([CH3:9])[C:4]=2[CH:3]=1.Br[C:20]1[CH:21]=[N:22][CH:23]=[C:24]([O:26][CH3:27])[CH:25]=1.C(O[Na])(C)(C)C.[Cl-].C(C1C=CC=C(C(C)C)C=1[N+]1C=CN(C2C(C(C)C)=CC=CC=2C(C)C)C=1)(C)C. (3) The reactants are: P(Cl)(Cl)([Cl:3])=O.C(O[C:9](=O)[C:10](=[CH:16][NH:17][C:18]1[CH:23]=[CH:22][CH:21]=[CH:20][CH:19]=1)[C:11]([O:13][CH2:14][CH3:15])=[O:12])C. Given the product [CH2:14]([O:13][C:11]([C:10]1[CH:16]=[N:17][C:18]2[C:19]([C:9]=1[Cl:3])=[CH:20][CH:21]=[CH:22][CH:23]=2)=[O:12])[CH3:15], predict the reactants needed to synthesize it. (4) Given the product [N:26]1[C:27]2[C:22](=[CH:21][CH:20]=[CH:19][C:18]=2[O:10][B:9]([C:4]2[CH:5]=[CH:6][C:7]([CH3:8])=[C:2]([Cl:1])[CH:3]=2)[C:11]2[CH:12]=[CH:13][CH:14]=[CH:15][CH:16]=2)[CH:23]=[CH:24][CH:25]=1, predict the reactants needed to synthesize it. The reactants are: [Cl:1][C:2]1[CH:3]=[C:4]([B:9]([C:11]2[CH:16]=[CH:15][CH:14]=[CH:13][CH:12]=2)[OH:10])[CH:5]=[CH:6][C:7]=1[CH3:8].O[C:18]1[CH:19]=[CH:20][CH:21]=[C:22]2[C:27]=1[N:26]=[CH:25][CH:24]=[CH:23]2. (5) Given the product [OH:8][CH:9]1[CH2:14][CH2:13][N:12]([C:15]2[CH:24]=[C:23]([C:25]([NH:27][C:28]3[C:29]([CH3:39])=[C:30]([CH:35]=[CH:36][C:37]=3[CH3:38])[C:31]([O:33][CH3:34])=[O:32])=[O:26])[C:22]3[C:17](=[CH:18][CH:19]=[CH:20][CH:21]=3)[N:16]=2)[CH2:11][CH2:10]1, predict the reactants needed to synthesize it. The reactants are: [Si]([O:8][CH:9]1[CH2:14][CH2:13][N:12]([C:15]2[CH:24]=[C:23]([C:25]([NH:27][C:28]3[C:29]([CH3:39])=[C:30]([CH:35]=[CH:36][C:37]=3[CH3:38])[C:31]([O:33][CH3:34])=[O:32])=[O:26])[C:22]3[C:17](=[CH:18][CH:19]=[CH:20][CH:21]=3)[N:16]=2)[CH2:11][CH2:10]1)(C(C)(C)C)(C)C.[N+](CCCC)(CCCC)(CCCC)CCCC.[F-]. (6) Given the product [C:32]([O:31][C:29]([NH:28][CH2:27][C:23]1[CH:22]=[C:21]([C:17]2[CH:18]=[CH:19][CH:20]=[C:15]([CH2:14][O:13][C:4]3[CH:3]=[C:2]([CH2:36][CH3:37])[CH:7]=[CH:6][C:5]=3[CH2:8][C:9]([O:11][CH3:12])=[O:10])[CH:16]=2)[CH:26]=[CH:25][CH:24]=1)=[O:30])([CH3:35])([CH3:33])[CH3:34], predict the reactants needed to synthesize it. The reactants are: Br[C:2]1[CH:7]=[CH:6][C:5]([CH2:8][C:9]([O:11][CH3:12])=[O:10])=[C:4]([O:13][CH2:14][C:15]2[CH:16]=[C:17]([C:21]3[CH:26]=[CH:25][CH:24]=[C:23]([CH2:27][NH:28][C:29]([O:31][C:32]([CH3:35])([CH3:34])[CH3:33])=[O:30])[CH:22]=3)[CH:18]=[CH:19][CH:20]=2)[CH:3]=1.[CH2:36](B(O)O)[CH3:37].C(Cl)Cl.C([O-])(O)=O.[Na+]. (7) The reactants are: [N:1]1([S:11]([C:14]2[CH:15]=[C:16]([N:20]3[C:29](=[O:30])[C:28]4[C:23](=[CH:24][CH:25]=[CH:26][C:27]=4[CH2:31][C:32]([O:34]CC)=[O:33])[NH:22][C:21]3=[O:37])[CH:17]=[CH:18][CH:19]=2)(=[O:13])=[O:12])[C:10]2[C:5](=[CH:6][CH:7]=[CH:8][CH:9]=2)[CH2:4][CH2:3][CH2:2]1.[OH-].[Na+]. Given the product [N:1]1([S:11]([C:14]2[CH:15]=[C:16]([N:20]3[C:29](=[O:30])[C:28]4[C:23](=[CH:24][CH:25]=[CH:26][C:27]=4[CH2:31][C:32]([OH:34])=[O:33])[NH:22][C:21]3=[O:37])[CH:17]=[CH:18][CH:19]=2)(=[O:13])=[O:12])[C:10]2[C:5](=[CH:6][CH:7]=[CH:8][CH:9]=2)[CH2:4][CH2:3][CH2:2]1, predict the reactants needed to synthesize it. (8) The reactants are: C(OC(C(F)(F)F)=O)(C(F)(F)F)=O.[NH2:14][C:15](=O)[CH2:16][C@H:17]([C:47](=[O:65])[NH:48][C@H:49]1[CH2:55][CH2:54][S:53][C@H:52]2[CH2:56][CH2:57][CH2:58][C@@H:59]([C:60]([O:62][CH3:63])=[O:61])[N:51]2[C:50]1=[O:64])[CH2:18][CH2:19][C@H:20]([CH2:40][C:41]1[CH:46]=[CH:45][CH:44]=[CH:43][CH:42]=1)[C:21]([NH:23][C@H:24]1[CH2:30][CH2:29][S:28][C@H:27]2[CH2:31][CH2:32][CH2:33][C@@H:34]([C:35]([O:37][CH3:38])=[O:36])[N:26]2[C:25]1=[O:39])=[O:22]. Given the product [CH2:40]([C@@H:20]([CH2:19][CH2:18][C@H:17]([CH2:16][C:15]#[N:14])[C:47]([NH:48][C@H:49]1[CH2:55][CH2:54][S:53][C@H:52]2[CH2:56][CH2:57][CH2:58][C@@H:59]([C:60]([O:62][CH3:63])=[O:61])[N:51]2[C:50]1=[O:64])=[O:65])[C:21]([NH:23][C@H:24]1[CH2:30][CH2:29][S:28][C@H:27]2[CH2:31][CH2:32][CH2:33][C@@H:34]([C:35]([O:37][CH3:38])=[O:36])[N:26]2[C:25]1=[O:39])=[O:22])[C:41]1[CH:42]=[CH:43][CH:44]=[CH:45][CH:46]=1, predict the reactants needed to synthesize it.